Dataset: Merck oncology drug combination screen with 23,052 pairs across 39 cell lines. Task: Regression. Given two drug SMILES strings and cell line genomic features, predict the synergy score measuring deviation from expected non-interaction effect. (1) Drug 1: Nc1ccn(C2OC(CO)C(O)C2(F)F)c(=O)n1. Drug 2: Cn1c(=O)n(-c2ccc(C(C)(C)C#N)cc2)c2c3cc(-c4cnc5ccccc5c4)ccc3ncc21. Cell line: HCT116. Synergy scores: synergy=-8.43. (2) Drug 1: N#Cc1ccc(Cn2cncc2CN2CCN(c3cccc(Cl)c3)C(=O)C2)cc1. Drug 2: CCc1cnn2c(NCc3ccc[n+]([O-])c3)cc(N3CCCCC3CCO)nc12. Cell line: OCUBM. Synergy scores: synergy=9.04. (3) Drug 1: C#Cc1cccc(Nc2ncnc3cc(OCCOC)c(OCCOC)cc23)c1. Drug 2: CC1(c2nc3c(C(N)=O)cccc3[nH]2)CCCN1. Cell line: VCAP. Synergy scores: synergy=-17.3. (4) Drug 1: CN1C(=O)C=CC2(C)C3CCC4(C)C(NC(=O)OCC(F)(F)F)CCC4C3CCC12. Drug 2: NC(=O)c1cccc2cn(-c3ccc(C4CCCNC4)cc3)nc12. Cell line: CAOV3. Synergy scores: synergy=15.2. (5) Drug 1: Nc1ccn(C2OC(CO)C(O)C2(F)F)c(=O)n1. Drug 2: Cn1c(=O)n(-c2ccc(C(C)(C)C#N)cc2)c2c3cc(-c4cnc5ccccc5c4)ccc3ncc21. Cell line: LNCAP. Synergy scores: synergy=49.0. (6) Cell line: A375. Drug 1: COc1cccc2c1C(=O)c1c(O)c3c(c(O)c1C2=O)CC(O)(C(=O)CO)CC3OC1CC(N)C(O)C(C)O1. Synergy scores: synergy=-8.57. Drug 2: CCc1cnn2c(NCc3ccc[n+]([O-])c3)cc(N3CCCCC3CCO)nc12. (7) Drug 2: CC1(c2nc3c(C(N)=O)cccc3[nH]2)CCCN1. Synergy scores: synergy=40.3. Drug 1: Cc1nc(Nc2ncc(C(=O)Nc3c(C)cccc3Cl)s2)cc(N2CCN(CCO)CC2)n1. Cell line: A2780.